Dataset: Forward reaction prediction with 1.9M reactions from USPTO patents (1976-2016). Task: Predict the product of the given reaction. (1) The product is: [Cl:1][C:2]1[CH:10]=[C:9]([F:11])[C:8]([N+:12]([O-:14])=[O:13])=[CH:7][C:3]=1[C:4](=[O:6])[CH2:26][C:27]([O:19][CH2:15][CH3:16])=[O:28]. Given the reactants [Cl:1][C:2]1[CH:10]=[C:9]([F:11])[C:8]([N+:12]([O-:14])=[O:13])=[CH:7][C:3]=1[C:4]([OH:6])=O.[C:15](Cl)(=[O:19])[C:16](Cl)=O.[Cl-].[Mg+2].[Cl-].C([CH:26](C([O-])=O)[C:27]([O-])=[O:28])C.[K+].[K+].C(N(CC)CC)C.Cl, predict the reaction product. (2) Given the reactants CO[CH2:3][CH2:4][O:5][C:6]1[C:7]([C:16]([F:19])([F:18])[F:17])=[CH:8][C:9]([N+:13]([O-:15])=[O:14])=[C:10]([NH2:12])[CH:11]=1.Cl[C:21]1C(C(F)(F)F)=CC([N+]([O-])=O)=C(N)C=1.[OH-].[K+].[CH3:37][C:38]([O:41][C:42](O[C:42]([O:41][C:38]([CH3:40])([CH3:39])[CH3:37])=[O:43])=[O:43])([CH3:40])[CH3:39].C(O)(C(F)(F)F)=O, predict the reaction product. The product is: [C:38]([O:41][C:42](=[O:43])[NH:12][C:10]1[CH:11]=[C:6]([O:5][CH2:4][CH2:3][CH3:21])[C:7]([C:16]([F:17])([F:18])[F:19])=[CH:8][C:9]=1[N+:13]([O-:15])=[O:14])([CH3:40])([CH3:39])[CH3:37]. (3) Given the reactants [CH3:1][C:2]1([CH3:14])[O:6][C:5]2[CH:7]=[CH:8][C:9]([CH:11]=[N:12]O)=[CH:10][C:4]=2[O:3]1.[H-].[H-].[H-].[H-].[Li+].[Al+3].C(OC(=O)C)C.O, predict the reaction product. The product is: [CH3:1][C:2]1([CH3:14])[O:6][C:5]2[CH:7]=[CH:8][C:9]([CH2:11][NH2:12])=[CH:10][C:4]=2[O:3]1. (4) Given the reactants [C:1]([C:4]1[CH:5]=[C:6]([C:10]([O:12]C)=[O:11])[CH:7]=[N:8][CH:9]=1)(=[O:3])[CH3:2].[OH-].[Na+].Cl, predict the reaction product. The product is: [C:1]([C:4]1[CH:5]=[C:6]([C:10]([OH:12])=[O:11])[CH:7]=[N:8][CH:9]=1)(=[O:3])[CH3:2].